This data is from Catalyst prediction with 721,799 reactions and 888 catalyst types from USPTO. The task is: Predict which catalyst facilitates the given reaction. (1) Reactant: C([N:8]([C@H:28]([CH2:44][OH:45])[CH2:29][C:30]1[CH:35]=[CH:34][C:33]([NH:36][C:37]([C:39]2[NH:40][CH:41]=[CH:42][CH:43]=2)=[O:38])=[CH:32][CH:31]=1)[CH2:9][C@H:10]([OH:27])[CH2:11][O:12][C:13]1[CH:18]=[CH:17][C:16]([O:19]CC2C=CC=CC=2)=[CH:15][CH:14]=1)C1C=CC=CC=1. Product: [OH:45][CH2:44][C@@H:28]([NH:8][CH2:9][C@H:10]([OH:27])[CH2:11][O:12][C:13]1[CH:14]=[CH:15][C:16]([OH:19])=[CH:17][CH:18]=1)[CH2:29][C:30]1[CH:31]=[CH:32][C:33]([NH:36][C:37]([C:39]2[NH:40][CH:41]=[CH:42][CH:43]=2)=[O:38])=[CH:34][CH:35]=1. The catalyst class is: 19. (2) Reactant: [F:1][C:2]1[CH:7]=[CH:6][C:5]([C:8]2[O:9][C:10]3[CH:20]=[C:19]([N:21]([CH3:26])[S:22]([CH3:25])(=[O:24])=[O:23])[C:18]([C:27]4[CH2:28][N:29](C(OC(C)(C)C)=O)[CH2:30][CH:31]=4)=[CH:17][C:11]=3[C:12]=2[C:13](=[O:16])[NH:14][CH3:15])=[CH:4][CH:3]=1.C(O)(C(F)(F)F)=O. Product: [NH:29]1[CH2:30][CH:31]=[C:27]([C:18]2[C:19]([N:21]([CH3:26])[S:22]([CH3:25])(=[O:23])=[O:24])=[CH:20][C:10]3[O:9][C:8]([C:5]4[CH:6]=[CH:7][C:2]([F:1])=[CH:3][CH:4]=4)=[C:12]([C:13]([NH:14][CH3:15])=[O:16])[C:11]=3[CH:17]=2)[CH2:28]1. The catalyst class is: 2. (3) Reactant: [CH2:1](Cl)[O:2][CH3:3].[I:5][C:6]1[CH:11]=[C:10]([Si:12]([CH3:15])([CH3:14])[CH3:13])[N:9]=[C:8]([O:16][CH3:17])[C:7]=1[CH2:18][OH:19].C(N(C(C)C)C(C)C)C. Product: [I:5][C:6]1[CH:11]=[C:10]([Si:12]([CH3:14])([CH3:13])[CH3:15])[N:9]=[C:8]([O:16][CH3:17])[C:7]=1[CH2:18][O:19][CH2:1][O:2][CH3:3]. The catalyst class is: 2. (4) Reactant: [CH3:1][N:2]1[CH2:7][CH2:6][CH2:5][CH2:4][CH:3]1[CH2:8][CH2:9][N:10]1[C:18]2[C:13](=[CH:14][C:15]([N+:19]([O-])=O)=[CH:16][CH:17]=2)[CH:12]=[CH:11]1.O.NN.N.C(Cl)Cl. Product: [CH3:1][N:2]1[CH2:7][CH2:6][CH2:5][CH2:4][CH:3]1[CH2:8][CH2:9][N:10]1[C:18]2[C:13](=[CH:14][C:15]([NH2:19])=[CH:16][CH:17]=2)[CH:12]=[CH:11]1. The catalyst class is: 94.